From a dataset of Full USPTO retrosynthesis dataset with 1.9M reactions from patents (1976-2016). Predict the reactants needed to synthesize the given product. (1) Given the product [F:12][C:13]([F:24])([F:23])[C:14]1[CH:15]=[C:16]([CH:20]=[CH:21][CH:22]=1)[C:17]([N:11]=[C:2]1[N:3]([CH:26]([CH3:32])[C:27]([OH:29])=[O:28])[C:4]2[CH2:10][CH2:9][CH2:8][CH2:7][CH2:6][C:5]=2[S:1]1)=[O:18], predict the reactants needed to synthesize it. The reactants are: [S:1]1[C:5]2[CH2:6][CH2:7][CH2:8][CH2:9][CH2:10][C:4]=2[N:3]=[C:2]1[NH2:11].[F:12][C:13]([F:24])([F:23])[C:14]1[CH:15]=[C:16]([CH:20]=[CH:21][CH:22]=1)[C:17](Cl)=[O:18].Br[CH:26]([CH3:32])[C:27]([O:29]CC)=[O:28].FC1C2N=C(N)SC=2C=C(F)C=1.C1(C)C=CC(C(Cl)=O)=CC=1.BrCC(OCC)=O. (2) Given the product [NH2:18][C:16]1[NH:15][N:14]=[C:13]([NH:12][C:5]2[CH:6]=[C:7]([C:8]([F:11])([F:10])[F:9])[C:2]([C:23]3[CH:24]=[CH:25][C:26]([C:27]([NH:28][CH2:29][CH2:30][OH:31])=[O:32])=[C:21]([F:20])[CH:22]=3)=[C:3]([Cl:19])[CH:4]=2)[N:17]=1, predict the reactants needed to synthesize it. The reactants are: Br[C:2]1[C:7]([C:8]([F:11])([F:10])[F:9])=[CH:6][C:5]([NH:12][C:13]2[N:17]=[C:16]([NH2:18])[NH:15][N:14]=2)=[CH:4][C:3]=1[Cl:19].[F:20][C:21]1[CH:22]=[C:23](B(O)O)[CH:24]=[CH:25][C:26]=1[C:27](=[O:32])[NH:28][CH2:29][CH2:30][OH:31].C(=O)([O-])[O-].[Na+].[Na+].O. (3) Given the product [CH2:1]([O:8][C:9]1[CH:14]=[CH:13][C:12]([C:15]2[N:16]([CH2:21][CH2:22][C:23]3[CH:28]=[CH:27][C:26]([O:29][CH2:41][CH:38]4[CH2:39][CH2:40][CH:35]([CH2:30][CH2:31][CH2:32][CH2:33][CH3:34])[CH2:36][CH2:37]4)=[CH:25][CH:24]=3)[C:17]([CH3:20])=[CH:18][CH:19]=2)=[CH:11][CH:10]=1)[C:2]1[CH:3]=[CH:4][CH:5]=[CH:6][CH:7]=1, predict the reactants needed to synthesize it. The reactants are: [CH2:1]([O:8][C:9]1[CH:14]=[CH:13][C:12]([C:15]2[N:16]([CH2:21][CH2:22][C:23]3[CH:28]=[CH:27][C:26]([OH:29])=[CH:25][CH:24]=3)[C:17]([CH3:20])=[CH:18][CH:19]=2)=[CH:11][CH:10]=1)[C:2]1[CH:7]=[CH:6][CH:5]=[CH:4][CH:3]=1.[CH2:30]([CH:35]1[CH2:40][CH2:39][CH:38]([CH2:41]O)[CH2:37][CH2:36]1)[CH2:31][CH2:32][CH2:33][CH3:34].C1(P(C2C=CC=CC=2)C2C=CC=CC=2)C=CC=CC=1.N(C(N1CCCCC1)=O)=NC(N1CCCCC1)=O. (4) The reactants are: [N:1]1([C:7]2[CH:12]=[CH:11][C:10]([C:13]([N:15]3[C:21]4[CH:22]=[CH:23][CH:24]=[CH:25][C:20]=4[CH2:19][N:18]4[C:26]([C:29](=[O:34])C(Cl)(Cl)Cl)=[CH:27][CH:28]=[C:17]4[CH2:16]3)=[O:14])=[CH:9][C:8]=2[S:35]([NH2:38])(=[O:37])=[O:36])[CH2:6][CH2:5][O:4][CH2:3][CH2:2]1.[NH2:39][CH2:40][C:41]1[CH:42]=[N:43][CH:44]=[CH:45][CH:46]=1.O. Given the product [OH2:4].[NH2:38][S:35]([C:8]1[CH:9]=[C:10]([CH:11]=[CH:12][C:7]=1[N:1]1[CH2:6][CH2:5][O:4][CH2:3][CH2:2]1)[C:13]([N:15]1[C:21]2[CH:22]=[CH:23][CH:24]=[CH:25][C:20]=2[CH2:19][N:18]2[C:26]([C:29]([NH:39][CH2:40][C:41]3[CH:42]=[N:43][CH:44]=[CH:45][CH:46]=3)=[O:34])=[CH:27][CH:28]=[C:17]2[CH2:16]1)=[O:14])(=[O:37])=[O:36].[NH2:38][S:35]([C:8]1[CH:9]=[C:10]([CH:11]=[CH:12][C:7]=1[N:1]1[CH2:6][CH2:5][O:4][CH2:3][CH2:2]1)[C:13]([N:15]1[C:21]2[CH:22]=[CH:23][CH:24]=[CH:25][C:20]=2[CH2:19][N:18]2[C:26]([C:29]([NH:39][CH2:40][C:41]3[CH:42]=[N:43][CH:44]=[CH:45][CH:46]=3)=[O:34])=[CH:27][CH:28]=[C:17]2[CH2:16]1)=[O:14])(=[O:37])=[O:36], predict the reactants needed to synthesize it.